Predict the product of the given reaction. From a dataset of Forward reaction prediction with 1.9M reactions from USPTO patents (1976-2016). (1) Given the reactants [Cl:1][C:2]1[C:9]([CH3:10])=[C:8](F)[CH:7]=[CH:6][C:3]=1[C:4]#[N:5].[NH:12]1[CH2:19][CH2:18][CH2:17][C@H:13]1[C:14]([OH:16])=[O:15], predict the reaction product. The product is: [Cl:1][C:2]1[C:9]([CH3:10])=[C:8]([N:12]2[CH2:19][CH2:18][CH2:17][C@H:13]2[C:14]([OH:16])=[O:15])[CH:7]=[CH:6][C:3]=1[C:4]#[N:5]. (2) Given the reactants C[Si](C)(C)[O-].[K+].[Br:7][C:8]1[CH:13]=[C:12](F)[CH:11]=[C:10]([F:15])[CH:9]=1.C[O:17]CCOCCOC.Cl, predict the reaction product. The product is: [Br:7][C:8]1[CH:13]=[C:12]([OH:17])[CH:11]=[C:10]([F:15])[CH:9]=1. (3) Given the reactants OO.O[Li].O.C([C@@H]1COC(=O)N1[C:19](=[O:37])[C@@H:20]([C:30]1[CH:35]=[CH:34][C:33]([Cl:36])=[CH:32][CH:31]=1)[CH2:21][NH:22][C:23](=[O:29])[O:24][C:25]([CH3:28])([CH3:27])[CH3:26])C1C=CC=CC=1.C[O:39]C1C=C(OC)C=CC=1C=O.[O-]S([O-])=O.[Na+].[Na+], predict the reaction product. The product is: [C:25]([O:24][C:23]([NH:22][CH2:21][C@H:20]([C:30]1[CH:31]=[CH:32][C:33]([Cl:36])=[CH:34][CH:35]=1)[C:19]([OH:37])=[O:39])=[O:29])([CH3:26])([CH3:27])[CH3:28].